Dataset: Full USPTO retrosynthesis dataset with 1.9M reactions from patents (1976-2016). Task: Predict the reactants needed to synthesize the given product. (1) Given the product [NH2:24][C:18]1[CH:19]=[C:20]([F:23])[CH:21]=[CH:22][C:17]=1[O:16][C:5]1[CH:6]=[C:7]([C:8]2[CH:9]=[C:10]([CH:13]=[CH:14][CH:15]=2)[C:11]#[N:12])[N:3]([CH2:1][CH3:2])[N:4]=1, predict the reactants needed to synthesize it. The reactants are: [CH2:1]([N:3]1[C:7]([C:8]2[CH:9]=[C:10]([CH:13]=[CH:14][CH:15]=2)[C:11]#[N:12])=[CH:6][C:5]([O:16][C:17]2[CH:22]=[CH:21][C:20]([F:23])=[CH:19][C:18]=2[N+:24]([O-])=O)=[N:4]1)[CH3:2].[H][H]. (2) Given the product [ClH:13].[NH2:26][C:25]1[N:24]([C:17]2[CH:18]=[CH:19][C:20]([F:23])=[C:21]([F:22])[C:16]=2[F:15])[CH:1]([CH2:2][CH2:3][CH2:4][CH2:5][CH2:6][CH2:7][CH2:8][CH2:9][CH2:10][CH3:11])[N:29]=[C:28]([NH2:30])[N:27]=1, predict the reactants needed to synthesize it. The reactants are: [CH:1](=O)[CH2:2][CH2:3][CH2:4][CH2:5][CH2:6][CH2:7][CH2:8][CH2:9][CH2:10][CH3:11].[ClH:13].Cl.[F:15][C:16]1[C:21]([F:22])=[C:20]([F:23])[CH:19]=[CH:18][C:17]=1[NH:24][C:25]([NH:27][C:28]([NH2:30])=[NH:29])=[NH:26]. (3) Given the product [F:1][C:2]1[CH:10]=[C:9]2[C:5](/[C:6](=[CH:30]/[C:29]3[N:25]([CH3:24])[N:26]=[CH:27][N:28]=3)/[O:7][C:8]2=[O:11])=[C:4]([CH2:12][N:13]2[C:21](=[O:22])[C:20]3[C:15](=[CH:16][CH:17]=[CH:18][CH:19]=3)[C:14]2=[O:23])[CH:3]=1, predict the reactants needed to synthesize it. The reactants are: [F:1][C:2]1[CH:10]=[C:9]2[C:5]([CH2:6][O:7][C:8]2=[O:11])=[C:4]([CH2:12][N:13]2[C:21](=[O:22])[C:20]3[C:15](=[CH:16][CH:17]=[CH:18][CH:19]=3)[C:14]2=[O:23])[CH:3]=1.[CH3:24][N:25]1[C:29]([CH:30]=O)=[N:28][CH:27]=[N:26]1.CCN(CC)CC.C(OC(=O)C)(=O)C. (4) Given the product [F:13][C:10]1([F:12])[O:11][C:6]2[CH:5]=[CH:4][C:3]([CH2:2][C:17]#[N:18])=[CH:16][C:7]=2[O:9]1, predict the reactants needed to synthesize it. The reactants are: Cl[CH2:2][C:3]1[CH:4]=[CH:5][C:6]2[O:11][C:10]([F:13])([F:12])[O:9]C(F)(F)[C:7]=2[CH:16]=1.[C-:17]#[N:18].[Na+]. (5) Given the product [Br:26][C:16]1[CH:17]=[C:18]([O:19][C:20]2[CH:21]=[CH:22][CH:23]=[CH:24][CH:25]=2)[C:13]([NH:12][C:10]([NH2:9])=[S:11])=[N:14][CH:15]=1, predict the reactants needed to synthesize it. The reactants are: C([NH:9][C:10]([NH:12][C:13]1[C:18]([O:19][C:20]2[CH:25]=[CH:24][CH:23]=[CH:22][CH:21]=2)=[CH:17][C:16]([Br:26])=[CH:15][N:14]=1)=[S:11])(=O)C1C=CC=CC=1.C1COCC1.[OH-].[Na+].